Task: Predict the product of the given reaction.. Dataset: Forward reaction prediction with 1.9M reactions from USPTO patents (1976-2016) (1) Given the reactants Cl[CH2:2][CH2:3][CH2:4][N:5]1[CH2:11][CH2:10][C:9](=[N:12][OH:13])[C:8]2[N:14]([CH3:17])[CH:15]=[CH:16][C:7]=2[S:6]1(=[O:19])=[O:18].Cl.[F:21][C:22]1[CH:35]=[CH:34][C:25]([C:26]([CH:28]2[CH2:33][CH2:32][NH:31][CH2:30][CH2:29]2)=[O:27])=[CH:24][CH:23]=1.C(=O)([O-])O.[Na+].[I-].[Na+], predict the reaction product. The product is: [F:21][C:22]1[CH:23]=[CH:24][C:25]([C:26]([CH:28]2[CH2:33][CH2:32][N:31]([CH2:2][CH2:3][CH2:4][N:5]3[CH2:11][CH2:10][C:9](=[N:12][OH:13])[C:8]4[N:14]([CH3:17])[CH:15]=[CH:16][C:7]=4[S:6]3(=[O:19])=[O:18])[CH2:30][CH2:29]2)=[O:27])=[CH:34][CH:35]=1. (2) The product is: [Br:19][C:20]1[CH:29]=[C:28]2[C:23]([CH:24]=[C:25]([S:30]([CH2:33][CH2:34][C:35]([N:39]([CH3:38])[CH:40]3[CH2:41][CH2:42][N:43]([C:46]4[CH:47]=[CH:48][N:49]=[CH:50][CH:51]=4)[CH2:44][CH2:45]3)=[O:37])(=[O:31])=[O:32])[CH2:26][O:27]2)=[CH:22][CH:21]=1. Given the reactants C[N+]1(C2N=C(OC)N=C(OC)N=2)CCOCC1.[Cl-].[Br:19][C:20]1[CH:29]=[C:28]2[C:23]([CH:24]=[C:25]([S:30]([CH2:33][CH2:34][C:35]([OH:37])=O)(=[O:32])=[O:31])[CH2:26][O:27]2)=[CH:22][CH:21]=1.[CH3:38][NH:39][CH:40]1[CH2:45][CH2:44][N:43]([C:46]2[CH:51]=[CH:50][N:49]=[CH:48][CH:47]=2)[CH2:42][CH2:41]1, predict the reaction product.